From a dataset of Experimentally validated miRNA-target interactions with 360,000+ pairs, plus equal number of negative samples. Binary Classification. Given a miRNA mature sequence and a target amino acid sequence, predict their likelihood of interaction. The miRNA is hsa-miR-3978 with sequence GUGGAAAGCAUGCAUCCAGGGUGU. The protein sequence of the target gene is MAQAIFEALEGMDNQTVLAVQSLLDGQGAVPDPTGQSVNAPPAIQPLDDEDVFLCGKCKKQFNSLPAFMTHKREQCQGNAPALATVSLATNSIYPPSAAPTAVQQAPTPANRQISTYITVPPSPLIQTLVQGNILVSDDVLMSAMSAFTSLDQPMPQGPPPVQSSLNMHSVPSYLTQPPPPPPPPPPLPPPPPPQPPPPPPQSLGPPGRPNPGGNGVVEVYSAAAPLAGSGTVEIQALGMQPYPPLEVPNQCVEPPVYPTPTVYSPGKQGFKPKGPNPAAPMTSATGGTVATFDSPATLK.... Result: 0 (no interaction).